Dataset: Forward reaction prediction with 1.9M reactions from USPTO patents (1976-2016). Task: Predict the product of the given reaction. (1) Given the reactants [CH3:1][C:2]1[S:11][C:10]2[NH:9][C:8]3[CH:12]=[CH:13][CH:14]=[CH:15][C:7]=3[NH:6][C:5](=S)[C:4]=2[CH:3]=1.[CH3:17][C:18]([OH:27])([CH3:26])[CH2:19][C@H:20]1[CH2:25][NH:24][CH2:23][CH2:22][NH:21]1, predict the reaction product. The product is: [CH3:26][C:18]([OH:27])([CH3:17])[CH2:19][C@H:20]1[CH2:25][N:24]([C:5]2[C:4]3[CH:3]=[C:2]([CH3:1])[S:11][C:10]=3[NH:9][C:8]3[CH:12]=[CH:13][CH:14]=[CH:15][C:7]=3[N:6]=2)[CH2:23][CH2:22][NH:21]1. (2) Given the reactants [Cl:1][C:2]1[CH:27]=[CH:26][C:5]([CH2:6][N:7]2[C:15]3[C:10](=[CH:11][C:12]([CH:16]=[C:17]4[S:21][C:20](SCC)=[N:19][C:18]4=[O:25])=[CH:13][CH:14]=3)[CH:9]=[N:8]2)=[C:4]([C:28]([F:31])([F:30])[F:29])[CH:3]=1.[NH:32]1[CH2:37][CH2:36][NH:35][CH2:34][CH:33]1[C:38]([NH2:40])=[O:39], predict the reaction product. The product is: [Cl:1][C:2]1[CH:27]=[CH:26][C:5]([CH2:6][N:7]2[C:15]3[C:10](=[CH:11][C:12]([CH:16]=[C:17]4[S:21][C:20]([N:35]5[CH2:36][CH2:37][NH:32][CH:33]([C:38]([NH2:40])=[O:39])[CH2:34]5)=[N:19][C:18]4=[O:25])=[CH:13][CH:14]=3)[CH:9]=[N:8]2)=[C:4]([C:28]([F:31])([F:30])[F:29])[CH:3]=1. (3) Given the reactants Br[C:2]1(Br)[C:10]2[C:5](=[CH:6][CH:7]=[CH:8][C:9]=2[F:11])[N:4]([CH2:12][C:13]([NH2:15])=[O:14])[C:3]1=[O:16], predict the reaction product. The product is: [F:11][C:9]1[CH:8]=[CH:7][CH:6]=[C:5]2[C:10]=1[CH2:2][C:3](=[O:16])[N:4]2[CH2:12][C:13]([NH2:15])=[O:14]. (4) Given the reactants [NH2:1][C:2]1[C:21]([C:22]2[CH:23]=[CH:24][C:25]3[O:38][CH2:37][N:28]4[C:29]5[CH:30]=[CH:31][CH:32]=[C:33]([F:36])[C:34]=5[CH:35]=[C:27]4[C:26]=3[N:39]=2)=[CH:20][C:5]2[C:6]([C:16]([NH:18][CH3:19])=[O:17])=[C:7]([C:9]3[CH:14]=[CH:13][C:12]([F:15])=[CH:11][CH:10]=3)[O:8][C:4]=2[CH:3]=1.[Cl:40][CH2:41][C:42]([N:44]=[C:45]=[O:46])=[O:43], predict the reaction product. The product is: [Cl:40][CH2:41][C:42]([NH:44][C:45](=[O:46])[NH:1][C:2]1[C:21]([C:22]2[CH:23]=[CH:24][C:25]3[O:38][CH2:37][N:28]4[C:29]5[CH:30]=[CH:31][CH:32]=[C:33]([F:36])[C:34]=5[CH:35]=[C:27]4[C:26]=3[N:39]=2)=[CH:20][C:5]2[C:6]([C:16]([NH:18][CH3:19])=[O:17])=[C:7]([C:9]3[CH:14]=[CH:13][C:12]([F:15])=[CH:11][CH:10]=3)[O:8][C:4]=2[CH:3]=1)=[O:43]. (5) The product is: [Cl:1][C:2]1[CH:3]=[C:4]([CH:8]([CH3:12])[CH2:9][NH2:11])[CH:5]=[CH:6][CH:7]=1. Given the reactants [Cl:1][C:2]1[CH:3]=[C:4]([CH:8]([CH3:12])[C:9]([NH2:11])=O)[CH:5]=[CH:6][CH:7]=1.[BH4-].[Na+].B(F)(F)F.CCOCC, predict the reaction product.